From a dataset of Full USPTO retrosynthesis dataset with 1.9M reactions from patents (1976-2016). Predict the reactants needed to synthesize the given product. (1) Given the product [CH2:1]([O:5][CH2:6][CH:7]1[CH2:8][CH2:9][N:10]([S:13]([CH2:16][CH:17]([N:19]([OH:20])[CH:21]=[O:23])[CH3:18])(=[O:15])=[O:14])[CH2:11][CH2:12]1)[C:2]#[C:3][CH3:4], predict the reactants needed to synthesize it. The reactants are: [CH2:1]([O:5][CH2:6][CH:7]1[CH2:12][CH2:11][N:10]([S:13]([CH2:16][CH:17]([NH:19][OH:20])[CH3:18])(=[O:15])=[O:14])[CH2:9][CH2:8]1)[C:2]#[C:3][CH3:4].[C:21](OC(=O)C)(=[O:23])C.C(O)=O. (2) Given the product [BrH:41].[CH:1]([O:4][C:5]1[CH:10]=[CH:9][C:8]([N:11]2[C:16](=[O:17])[C:15]([CH2:18][C:19]3[CH:24]=[CH:23][C:22]([C:25]4[CH:30]=[CH:29][CH:28]=[CH:27][C:26]=4[C:31]4[NH:35][C:34](=[O:36])[O:33][N:32]=4)=[CH:21][CH:20]=3)=[C:14]([CH2:37][CH2:38][CH3:39])[N:13]=[C:12]2[CH3:40])=[CH:7][CH:6]=1)([CH3:3])[CH3:2], predict the reactants needed to synthesize it. The reactants are: [CH:1]([O:4][C:5]1[CH:10]=[CH:9][C:8]([N:11]2[C:16](=[O:17])[C:15]([CH2:18][C:19]3[CH:24]=[CH:23][C:22]([C:25]4[CH:30]=[CH:29][CH:28]=[CH:27][C:26]=4[C:31]4[NH:35][C:34](=[O:36])[O:33][N:32]=4)=[CH:21][CH:20]=3)=[C:14]([CH2:37][CH2:38][CH3:39])[N:13]=[C:12]2[CH3:40])=[CH:7][CH:6]=1)([CH3:3])[CH3:2].[BrH:41].C(O)C. (3) Given the product [ClH:23].[NH2:2][CH2:1][C:3]1[CH:8]=[C:7]([C:9]2[CH:10]=[CH:11][C:12]([C:15]([F:17])([F:18])[F:16])=[CH:13][CH:14]=2)[N:6]=[CH:5][C:4]=1[C:19]([O:21][CH3:22])=[O:20], predict the reactants needed to synthesize it. The reactants are: [C:1]([C:3]1[CH:8]=[C:7]([C:9]2[CH:14]=[CH:13][C:12]([C:15]([F:18])([F:17])[F:16])=[CH:11][CH:10]=2)[N:6]=[CH:5][C:4]=1[C:19]([O:21][CH3:22])=[O:20])#[N:2].[ClH:23]. (4) Given the product [C:1]([O:4][CH2:5][CH2:6][O:7][CH:8]([O:42][CH2:43][CH2:44][O:45][C:46](=[O:48])[CH3:47])[O:9][C@@H:10]1[C@H:14]([OH:15])[C@@H:13]([CH3:23])[O:12][C@H:11]1[N:26]1[C:41]2[N:40]=[C:33]([NH:34][C:35](=[O:39])[CH:36]([CH3:37])[CH3:38])[NH:32][C:30](=[O:31])[C:29]=2[N:28]=[CH:27]1)(=[O:3])[CH3:2], predict the reactants needed to synthesize it. The reactants are: [C:1]([O:4][CH2:5][CH2:6][O:7][CH:8]([O:42][CH2:43][CH2:44][O:45][C:46](=[O:48])[CH3:47])[O:9][C@@H:10]1[C@H:14]([O:15][Si](C(C)(C)C)(C)C)[C@@H:13]([CH:23](I)O)[O:12][C@H:11]1[N:26]1[C:41]2[N:40]=[C:33]([NH:34][C:35](=[O:39])[CH:36]([CH3:38])[CH3:37])[NH:32][C:30](=[O:31])[C:29]=2[N:28]=[CH:27]1)(=[O:3])[CH3:2].CCN(C(C)C)C(C)C.CCCC[N+](CCCC)(CCCC)CCCC.[F-]. (5) Given the product [CH:10]1([CH2:13][NH:9][CH2:1][CH2:2][C:3]2[CH:8]=[CH:7][CH:6]=[CH:5][CH:4]=2)[CH2:12][CH2:11]1, predict the reactants needed to synthesize it. The reactants are: [CH2:1]([NH2:9])[CH2:2][C:3]1[CH:8]=[CH:7][CH:6]=[CH:5][CH:4]=1.[CH:10]1([CH:13]=O)[CH2:12][CH2:11]1.